This data is from Peptide-MHC class II binding affinity with 134,281 pairs from IEDB. The task is: Regression. Given a peptide amino acid sequence and an MHC pseudo amino acid sequence, predict their binding affinity value. This is MHC class II binding data. The peptide sequence is SPWSWPDLDLKPGAA. The MHC is DRB1_0701 with pseudo-sequence DRB1_0701. The binding affinity (normalized) is 0.296.